From a dataset of Forward reaction prediction with 1.9M reactions from USPTO patents (1976-2016). Predict the product of the given reaction. (1) Given the reactants [F:1][C:2]([F:22])([F:21])[O:3][C:4]1[CH:9]=[CH:8][C:7]([N:10]2[CH2:14][CH2:13][C:12]3([CH2:19][CH2:18][NH:17][CH2:16][CH2:15]3)[C:11]2=[O:20])=[CH:6][CH:5]=1.Br[C:24]1[C:25](=[O:33])[N:26]([CH2:30][CH2:31][CH3:32])[CH:27]=[CH:28][CH:29]=1, predict the reaction product. The product is: [O:33]=[C:25]1[C:24]([N:17]2[CH2:16][CH2:15][C:12]3([C:11](=[O:20])[N:10]([C:7]4[CH:8]=[CH:9][C:4]([O:3][C:2]([F:1])([F:21])[F:22])=[CH:5][CH:6]=4)[CH2:14][CH2:13]3)[CH2:19][CH2:18]2)=[CH:29][CH:28]=[CH:27][N:26]1[CH2:30][CH2:31][CH3:32]. (2) Given the reactants CC1C=CC(S(O[CH2:12][C@@H:13]2[CH2:18][CH2:17][CH2:16][CH2:15][C@H:14]2[NH:19][S:20]([CH2:23][CH3:24])(=[O:22])=[O:21])(=O)=O)=CC=1.[CH3:25][CH:26]([C:28]1[CH:33]=[CH:32][C:31]([SH:34])=[CH:30][CH:29]=1)[CH3:27].CC([O-])(C)C.[K+], predict the reaction product. The product is: [CH3:25][CH:26]([C:28]1[CH:33]=[CH:32][C:31]([S:34][CH2:12][C@@H:13]2[CH2:18][CH2:17][CH2:16][CH2:15][C@H:14]2[NH:19][S:20]([CH2:23][CH3:24])(=[O:21])=[O:22])=[CH:30][CH:29]=1)[CH3:27]. (3) Given the reactants Br[C:2]1[S:3][CH:4]=[C:5]([CH2:7][O:8][Si:9]([C:12]([CH3:15])([CH3:14])[CH3:13])([CH3:11])[CH3:10])[N:6]=1.C([Li])CCC.[O:21]1[CH2:25][CH2:24][C:23](=[O:26])[CH2:22]1, predict the reaction product. The product is: [Si:9]([O:8][CH2:7][C:5]1[N:6]=[C:2]([C:23]2([OH:26])[CH2:24][CH2:25][O:21][CH2:22]2)[S:3][CH:4]=1)([C:12]([CH3:15])([CH3:14])[CH3:13])([CH3:11])[CH3:10]. (4) The product is: [CH2:32]([O:31][C:29](=[O:30])[NH:18][CH2:17][CH:14]1[CH2:13][C:12]2[CH:11]=[CH:10][CH:9]=[C:8]([C:3]3[CH:4]=[CH:5][CH:6]=[CH:7][C:2]=3[Cl:1])[C:16]=2[O:15]1)[C:33]1[CH:38]=[CH:37][CH:36]=[CH:35][CH:34]=1. Given the reactants [Cl:1][C:2]1[CH:7]=[CH:6][CH:5]=[CH:4][C:3]=1[C:8]1[C:16]2[O:15][CH:14]([CH2:17][NH2:18])[CH2:13][C:12]=2[CH:11]=[CH:10][CH:9]=1.C(N(C(C)C)CC)(C)C.Cl[C:29]([O:31][CH2:32][C:33]1[CH:38]=[CH:37][CH:36]=[CH:35][CH:34]=1)=[O:30].C1(C2C3OC(CNC(=O)OCC4C=CC=CC=4)CC=3C=CC=2)CCCC1, predict the reaction product. (5) Given the reactants [NH2:1][C:2]1[CH:7]=[C:6]([C:8]([C:10]2[C:18]3[CH:17]=[N:16][CH:15]=[N:14][C:13]=3[N:12]([CH2:19][O:20][CH2:21][CH2:22][Si:23]([CH3:26])([CH3:25])[CH3:24])[CH:11]=2)=[O:9])[CH:5]=[CH:4][N:3]=1.[Cl:27][C:28]1[CH:33]=[CH:32][C:31]([CH2:34][C:35](O)=[O:36])=[CH:30][CH:29]=1, predict the reaction product. The product is: [Cl:27][C:28]1[CH:33]=[CH:32][C:31]([CH2:34][C:35]([NH:1][C:2]2[CH:7]=[C:6]([C:8]([C:10]3[C:18]4[CH:17]=[N:16][CH:15]=[N:14][C:13]=4[N:12]([CH2:19][O:20][CH2:21][CH2:22][Si:23]([CH3:26])([CH3:25])[CH3:24])[CH:11]=3)=[O:9])[CH:5]=[CH:4][N:3]=2)=[O:36])=[CH:30][CH:29]=1. (6) Given the reactants [C:1]([O:5][C:6](=[O:26])[NH:7][C:8]1[CH:13]=[CH:12][CH:11]=[CH:10][C:9]=1[NH:14][C:15](=[O:25])[C:16]1[CH:21]=[CH:20][C:19]([CH:22]2[CH2:24][O:23]2)=[CH:18][CH:17]=1)([CH3:4])([CH3:3])[CH3:2].[CH3:27][O:28][C:29]1[CH:30]=[C:31]([CH:33]=[C:34]([O:38][CH3:39])[C:35]=1[O:36][CH3:37])[NH2:32], predict the reaction product. The product is: [C:1]([O:5][C:6](=[O:26])[NH:7][C:8]1[CH:13]=[CH:12][CH:11]=[CH:10][C:9]=1[NH:14][C:15](=[O:25])[C:16]1[CH:21]=[CH:20][C:19]([CH:22]([NH:32][C:31]2[CH:33]=[C:34]([O:38][CH3:39])[C:35]([O:36][CH3:37])=[C:29]([O:28][CH3:27])[CH:30]=2)[CH2:24][OH:23])=[CH:18][CH:17]=1)([CH3:3])([CH3:2])[CH3:4].